From a dataset of Forward reaction prediction with 1.9M reactions from USPTO patents (1976-2016). Predict the product of the given reaction. (1) Given the reactants Br[C:2]1[C:11]([CH2:12][N:13]2[CH2:18][CH2:17][O:16][CH2:15][CH2:14]2)=[CH:10][C:5]([C:6]([O:8][CH3:9])=[O:7])=[C:4]([OH:19])[CH:3]=1.[CH3:20][N:21]1[CH:25]=[C:24](B2OC(C)(C)C(C)(C)O2)[CH:23]=[N:22]1.P([O-])([O-])([O-])=O.[K+].[K+].[K+].C(=O)([O-])[O-].[Cs+].[Cs+].[F:49][C:50]1[CH:57]=[CH:56][C:53]([CH2:54]Br)=[CH:52][CH:51]=1, predict the reaction product. The product is: [NH3:13].[F:49][C:50]1[CH:57]=[CH:56][C:53]([CH2:54][O:19][C:4]2[CH:3]=[C:2]([C:24]3[CH:23]=[N:22][N:21]([CH3:20])[CH:25]=3)[C:11]([CH2:12][N:13]3[CH2:18][CH2:17][O:16][CH2:15][CH2:14]3)=[CH:10][C:5]=2[C:6]([O:8][CH3:9])=[O:7])=[CH:52][CH:51]=1. (2) Given the reactants [Cl:1][C:2]1[CH:3]=[C:4]([N:18]2[C:23](=[O:24])[NH:22][C:21](=[O:25])[CH:20]=[N:19]2)[CH:5]=[C:6]([CH3:17])[C:7]=1[O:8][C:9]1[CH:14]=[CH:13][C:12]([O:15][CH3:16])=[CH:11][CH:10]=1.[C:26]1([S:32](O)(=[O:34])=[O:33])[CH:31]=[CH:30][CH:29]=[CH:28][CH:27]=1, predict the reaction product. The product is: [Cl:1][C:2]1[CH:3]=[C:4]([N:18]2[C:23](=[O:24])[NH:22][C:21](=[O:25])[CH:20]=[N:19]2)[CH:5]=[C:6]([CH3:17])[C:7]=1[O:8][C:9]1[CH:14]=[CH:13][C:12]([O:15][CH3:16])=[C:11]([S:32]([C:26]2[CH:31]=[CH:30][CH:29]=[CH:28][CH:27]=2)(=[O:34])=[O:33])[CH:10]=1. (3) Given the reactants Cl[C:2]1[CH:7]=[C:6]([CH2:8][C:9]([O:11]C(C)(C)C)=O)[CH:5]=[CH:4][N:3]=1.[CH3:16][N:17]1[CH2:22][CH2:21][NH:20][CH2:19][CH2:18]1, predict the reaction product. The product is: [CH3:16][N:17]1[CH2:22][CH2:21][N:20]([C:9](=[O:11])[CH2:8][C:6]2[CH:5]=[CH:4][N:3]=[C:2]([N:20]3[CH2:21][CH2:22][N:17]([CH3:16])[CH2:18][CH2:19]3)[CH:7]=2)[CH2:19][CH2:18]1. (4) Given the reactants [Br:1][C:2]1[N:3]=[C:4]([NH:16][C:17]2[CH:22]=[C:21]([Cl:23])[CH:20]=[C:19]([Cl:24])[CH:18]=2)[N:5](CC2C=CC(OC)=CC=2)[N:6]=1.C(O)(C(F)(F)F)=O, predict the reaction product. The product is: [Br:1][C:2]1[NH:6][N:5]=[C:4]([NH:16][C:17]2[CH:18]=[C:19]([Cl:24])[CH:20]=[C:21]([Cl:23])[CH:22]=2)[N:3]=1.